From a dataset of Full USPTO retrosynthesis dataset with 1.9M reactions from patents (1976-2016). Predict the reactants needed to synthesize the given product. Given the product [N:1]1([C:6]2[CH:30]=[CH:29][C:9]([CH2:10][N:11]3[C:19]4[C:14](=[N:15][CH:16]=[CH:17][CH:18]=4)[C:13]([C:20]([NH:22][C@@H:23]4[CH2:28][CH2:27][CH2:26][N:25]([CH3:32])[CH2:24]4)=[O:21])=[CH:12]3)=[CH:8][CH:7]=2)[CH:5]=[CH:4][CH:3]=[N:2]1, predict the reactants needed to synthesize it. The reactants are: [N:1]1([C:6]2[CH:30]=[CH:29][C:9]([CH2:10][N:11]3[C:19]4[C:14](=[N:15][CH:16]=[CH:17][CH:18]=4)[C:13]([C:20]([NH:22][C@@H:23]4[CH2:28][CH2:27][CH2:26][NH:25][CH2:24]4)=[O:21])=[CH:12]3)=[CH:8][CH:7]=2)[CH:5]=[CH:4][CH:3]=[N:2]1.Cl[CH:32](Cl)C.C=O.C(O[BH-](OC(=O)C)OC(=O)C)(=O)C.[Na+].